From a dataset of NCI-60 drug combinations with 297,098 pairs across 59 cell lines. Regression. Given two drug SMILES strings and cell line genomic features, predict the synergy score measuring deviation from expected non-interaction effect. (1) Drug 1: CC12CCC(CC1=CCC3C2CCC4(C3CC=C4C5=CN=CC=C5)C)O. Drug 2: C1CN1P(=S)(N2CC2)N3CC3. Cell line: OVCAR3. Synergy scores: CSS=5.93, Synergy_ZIP=-3.32, Synergy_Bliss=-0.329, Synergy_Loewe=-0.836, Synergy_HSA=-0.869. (2) Drug 1: COC1=CC(=CC(=C1O)OC)C2C3C(COC3=O)C(C4=CC5=C(C=C24)OCO5)OC6C(C(C7C(O6)COC(O7)C8=CC=CS8)O)O. Drug 2: CC1=C(C(CCC1)(C)C)C=CC(=CC=CC(=CC(=O)O)C)C. Cell line: SR. Synergy scores: CSS=76.8, Synergy_ZIP=7.87, Synergy_Bliss=7.47, Synergy_Loewe=-17.3, Synergy_HSA=6.29. (3) Drug 1: CC1=CC=C(C=C1)C2=CC(=NN2C3=CC=C(C=C3)S(=O)(=O)N)C(F)(F)F. Drug 2: CS(=O)(=O)CCNCC1=CC=C(O1)C2=CC3=C(C=C2)N=CN=C3NC4=CC(=C(C=C4)OCC5=CC(=CC=C5)F)Cl. Cell line: MDA-MB-435. Synergy scores: CSS=-2.77, Synergy_ZIP=1.54, Synergy_Bliss=-0.189, Synergy_Loewe=-1.14, Synergy_HSA=-2.49. (4) Drug 1: CC12CCC3C(C1CCC2O)C(CC4=C3C=CC(=C4)O)CCCCCCCCCS(=O)CCCC(C(F)(F)F)(F)F. Drug 2: CN(CC1=CN=C2C(=N1)C(=NC(=N2)N)N)C3=CC=C(C=C3)C(=O)NC(CCC(=O)O)C(=O)O. Cell line: SF-539. Synergy scores: CSS=11.9, Synergy_ZIP=-6.62, Synergy_Bliss=4.52, Synergy_Loewe=-23.3, Synergy_HSA=-0.392. (5) Drug 1: C1=CC(=CC=C1CCC2=CNC3=C2C(=O)NC(=N3)N)C(=O)NC(CCC(=O)O)C(=O)O. Drug 2: CC1C(C(=O)NC(C(=O)N2CCCC2C(=O)N(CC(=O)N(C(C(=O)O1)C(C)C)C)C)C(C)C)NC(=O)C3=C4C(=C(C=C3)C)OC5=C(C(=O)C(=C(C5=N4)C(=O)NC6C(OC(=O)C(N(C(=O)CN(C(=O)C7CCCN7C(=O)C(NC6=O)C(C)C)C)C)C(C)C)C)N)C. Cell line: MCF7. Synergy scores: CSS=31.9, Synergy_ZIP=1.75, Synergy_Bliss=1.70, Synergy_Loewe=0.0137, Synergy_HSA=1.44. (6) Drug 1: CN(C)N=NC1=C(NC=N1)C(=O)N. Drug 2: C(=O)(N)NO. Cell line: NCI-H522. Synergy scores: CSS=4.92, Synergy_ZIP=-2.42, Synergy_Bliss=-2.50, Synergy_Loewe=-3.55, Synergy_HSA=-1.95.